This data is from Forward reaction prediction with 1.9M reactions from USPTO patents (1976-2016). The task is: Predict the product of the given reaction. Given the reactants [N:1]1([C:7]([N:9]2[CH2:14][CH:13]([C:15]3[CH:20]=[CH:19][C:18]([C:21]([F:24])([F:23])[F:22])=[CH:17][CH:16]=3)[CH2:12][CH:11]([CH2:25][OH:26])[CH2:10]2)=[O:8])[CH2:6][CH2:5][O:4][CH2:3][CH2:2]1.[N:27]([CH2:30][CH2:31][O:32][CH3:33])=[C:28]=[O:29], predict the reaction product. The product is: [CH3:33][O:32][CH2:31][CH2:30][NH:27][C:28](=[O:29])[O:26][CH2:25][CH:11]1[CH2:12][CH:13]([C:15]2[CH:20]=[CH:19][C:18]([C:21]([F:22])([F:23])[F:24])=[CH:17][CH:16]=2)[CH2:14][N:9]([C:7]([N:1]2[CH2:6][CH2:5][O:4][CH2:3][CH2:2]2)=[O:8])[CH2:10]1.